This data is from Full USPTO retrosynthesis dataset with 1.9M reactions from patents (1976-2016). The task is: Predict the reactants needed to synthesize the given product. (1) Given the product [CH:10]1([S:9][CH2:8][C:5]2[CH:6]=[CH:7][C:2]([C:16]#[N:17])=[N:3][CH:4]=2)[CH2:14][CH2:13][CH2:12][CH2:11]1, predict the reactants needed to synthesize it. The reactants are: Cl[C:2]1[CH:7]=[CH:6][C:5]([CH2:8][S:9][CH:10]2[CH2:14][CH2:13][CH2:12][CH2:11]2)=[CH:4][N:3]=1.[Cu][C:16]#[N:17].[NH4+].[OH-].CCCCCC.CCOC(C)=O. (2) Given the product [Br:15][C:13]1[N:14]=[C:9]([O:5][CH2:4][CH:1]2[CH2:3][CH2:2]2)[C:10]([NH2:16])=[N:11][CH:12]=1, predict the reactants needed to synthesize it. The reactants are: [CH:1]1([CH2:4][OH:5])[CH2:3][CH2:2]1.[H-].[Na+].Br[C:9]1[C:10]([NH2:16])=[N:11][CH:12]=[C:13]([Br:15])[N:14]=1. (3) Given the product [F:1][C:2]1[CH:10]=[CH:9][C:5]([C:6]([N:33]([CH2:32][C:31]([F:30])([F:39])[F:40])[CH2:34][C:35]([F:38])([F:37])[F:36])=[O:8])=[CH:4][C:3]=1[N+:11]([O-:13])=[O:12], predict the reactants needed to synthesize it. The reactants are: [F:1][C:2]1[CH:10]=[CH:9][C:5]([C:6]([OH:8])=O)=[CH:4][C:3]=1[N+:11]([O-:13])=[O:12].C(Cl)Cl.O=S(Cl)Cl.C(N(C(C)C)CC)(C)C.[F:30][C:31]([F:40])([F:39])[CH2:32][NH:33][CH2:34][C:35]([F:38])([F:37])[F:36]. (4) Given the product [NH:8]1[CH2:12][CH2:11][CH:10]([P:13](=[O:20])([O:17][CH2:18][CH3:19])[O:14][CH2:15][CH3:16])[CH2:9]1, predict the reactants needed to synthesize it. The reactants are: C([N:8]1[CH2:12][CH2:11][CH:10]([P:13](=[O:20])([O:17][CH2:18][CH3:19])[O:14][CH2:15][CH3:16])[CH2:9]1)C1C=CC=CC=1.C([O-])=O.[NH4+]. (5) Given the product [C:33]([C:4]1[CH:3]=[C:2]([F:1])[CH:32]=[CH:31][C:5]=1[CH2:6][NH:7][C:8]([C:10]1[N:11]=[C:12]2[N:17]([C:18](=[O:28])[C:19]=1[O:20][CH2:21][C:22]1[CH:27]=[CH:26][CH:25]=[CH:24][CH:23]=1)[CH2:16][CH2:15][O:14][C:13]2([CH3:30])[CH3:29])=[O:9])#[CH:34], predict the reactants needed to synthesize it. The reactants are: [F:1][C:2]1[CH:32]=[CH:31][C:5]([CH2:6][NH:7][C:8]([C:10]2[N:11]=[C:12]3[N:17]([C:18](=[O:28])[C:19]=2[O:20][CH2:21][C:22]2[CH:27]=[CH:26][CH:25]=[CH:24][CH:23]=2)[CH2:16][CH2:15][O:14][C:13]3([CH3:30])[CH3:29])=[O:9])=[C:4]([C:33]#[C:34][Si](C)(C)C)[CH:3]=1.C(=O)([O-])[O-].[K+].[K+]. (6) The reactants are: O1[C:5]2[CH2:6][CH2:7][CH2:8][CH:9]([NH2:10])[C:4]=2[CH:3]=[CH:2]1.[S:11]1C2CCCC(=O)C=2C=C1. Given the product [S:11]1[C:5]2[CH2:6][CH2:7][CH2:8][CH:9]([NH2:10])[C:4]=2[CH:3]=[CH:2]1, predict the reactants needed to synthesize it. (7) Given the product [C:1]([O:5][CH:6]([C:11]1[C:12]([C:25]2[CH:30]=[CH:29][C:28]([CH3:31])=[CH:27][CH:26]=2)=[C:13]2[C:20]([CH3:21])=[C:19]([CH3:22])[N:18]([CH2:23][CH3:24])[C:14]2=[N:15][C:16]=1[CH3:17])[C:7]([O:9][CH3:10])=[O:8])([CH3:2])([CH3:3])[CH3:4], predict the reactants needed to synthesize it. The reactants are: [C:1]([O:5][CH:6]([C:11]1[C:12]([C:25]2[CH:30]=[CH:29][CH:28]=[CH:27][CH:26]=2)=[C:13]2[C:20]([CH3:21])=[C:19]([CH3:22])[N:18]([CH2:23][CH3:24])[C:14]2=[N:15][C:16]=1[CH3:17])[C:7]([O:9][CH3:10])=[O:8])([CH3:4])([CH3:3])[CH3:2].[C:31]1(C)C=CC(B(O)O)=CC=1.C(=O)(O)[O-].[Na+]. (8) Given the product [C:2]([O:1][C@@H:2]1[O:8][C@H:7]([CH2:9][O:10][C:20](=[O:22])[CH3:21])[C@@H:5]([O:6][C:23](=[O:26])[CH3:24])[C@H:3]1[O:4][C:5](=[O:6])[CH3:7])(=[O:1])[CH3:3], predict the reactants needed to synthesize it. The reactants are: [O:1]=[CH:2][C@@H:3]([C@@H:5]([C@@H:7]([CH2:9][OH:10])[OH:8])[OH:6])[OH:4].S(=O)(=O)(O)O.C(O[C:20](=[O:22])[CH3:21])(=O)C.[C:23]([OH:26])(=O)[CH3:24].